From a dataset of NCI-60 drug combinations with 297,098 pairs across 59 cell lines. Regression. Given two drug SMILES strings and cell line genomic features, predict the synergy score measuring deviation from expected non-interaction effect. (1) Drug 1: C1=CC(=CC=C1C#N)C(C2=CC=C(C=C2)C#N)N3C=NC=N3. Drug 2: C1CN1P(=S)(N2CC2)N3CC3. Cell line: HCT116. Synergy scores: CSS=14.9, Synergy_ZIP=1.22, Synergy_Bliss=4.56, Synergy_Loewe=-9.30, Synergy_HSA=-8.34. (2) Synergy scores: CSS=18.5, Synergy_ZIP=-1.23, Synergy_Bliss=2.65, Synergy_Loewe=-19.7, Synergy_HSA=-0.996. Cell line: COLO 205. Drug 2: C1C(C(OC1N2C=NC(=NC2=O)N)CO)O. Drug 1: CC1=CC=C(C=C1)C2=CC(=NN2C3=CC=C(C=C3)S(=O)(=O)N)C(F)(F)F.